From a dataset of Full USPTO retrosynthesis dataset with 1.9M reactions from patents (1976-2016). Predict the reactants needed to synthesize the given product. (1) Given the product [CH2:38]([C:14]1[CH:13]=[CH:12][C:11]([C:10]2[CH:9]=[CH:8][CH:7]=[C:4]([C:5]3[NH:29][C:28]4[CH:27]=[CH:26][C:25]5[C:20](=[C:21]([OH:33])[CH:22]=[C:23]([C:30]([OH:32])=[O:31])[CH:24]=5)[C:19]=4[N:18]=3)[CH:3]=2)=[CH:16][CH:15]=1)[CH2:37][CH2:46][CH3:45], predict the reactants needed to synthesize it. The reactants are: CO[C:3]1[C:10]([C:11]2[CH:16]=[CH:15][CH:14]=[CH:13][C:12]=2C)=[CH:9][CH:8]=[CH:7][C:4]=1[CH:5]=O.[NH2:18][C:19]1[C:28]([NH2:29])=[CH:27][CH:26]=[C:25]2[C:20]=1[C:21]([OH:33])=[CH:22][C:23]([C:30]([OH:32])=[O:31])=[CH:24]2.Cl.Cl.N[C:37]1[CH:38]=[C:38](S(O)(=O)=O)[C:37]2[C:45]([C:46]=1N)=C(O)C=[CH:45][CH:46]=2. (2) Given the product [NH2:31][C:32]1[CH:37]=[C:36]([C:2]2[CH:7]=[CH:6][N:5]=[C:4]3[NH:8][C:9]([CH:11]4[CH2:12][CH2:13][N:14]([C:17]([O:19][C:20]([CH3:23])([CH3:21])[CH3:22])=[O:18])[CH2:15][CH2:16]4)=[CH:10][C:3]=23)[C:35]([Cl:41])=[CH:34][N:33]=1, predict the reactants needed to synthesize it. The reactants are: Cl[C:2]1[CH:7]=[CH:6][N:5]=[C:4]2[NH:8][C:9]([CH:11]3[CH2:16][CH2:15][N:14]([C:17]([O:19][C:20]([CH3:23])([CH3:22])[CH3:21])=[O:18])[CH2:13][CH2:12]3)=[CH:10][C:3]=12.C(OC([NH:31][C:32]1[CH:37]=[C:36](B(O)O)[C:35]([Cl:41])=[CH:34][N:33]=1)=O)(C)(C)C.C1(P(C2CCCCC2)C2CCCCC2)CCCCC1.C(=O)([O-])[O-].[Cs+].[Cs+].C([O-])([O-])=O.[Na+].[Na+]. (3) Given the product [CH3:9][C:10]1[CH:15]=[CH:14][C:13]([CH3:16])=[CH:12][C:11]=1[S:17]([NH:1][C:2]1[O:6][N:5]=[C:4]([CH3:7])[C:3]=1[Br:8])(=[O:18])=[O:19], predict the reactants needed to synthesize it. The reactants are: [NH2:1][C:2]1[O:6][N:5]=[C:4]([CH3:7])[C:3]=1[Br:8].[CH3:9][C:10]1[CH:15]=[CH:14][C:13]([CH3:16])=[CH:12][C:11]=1[S:17](Cl)(=[O:19])=[O:18]. (4) Given the product [CH3:18][C:13]1[N:12]([C:4]2[CH:3]=[C:2]([N:23]3[CH2:24][CH2:25][N:20]([CH3:19])[CH2:21][CH2:22]3)[CH:7]=[C:6]([C:8]([F:11])([F:10])[F:9])[CH:5]=2)[C:16]([CH3:17])=[CH:15][CH:14]=1, predict the reactants needed to synthesize it. The reactants are: Br[C:2]1[CH:3]=[C:4]([N:12]2[C:16]([CH3:17])=[CH:15][CH:14]=[C:13]2[CH3:18])[CH:5]=[C:6]([C:8]([F:11])([F:10])[F:9])[CH:7]=1.[CH3:19][N:20]1[CH2:25][CH2:24][NH:23][CH2:22][CH2:21]1.C(=O)([O-])[O-].[Cs+].[Cs+].